This data is from Forward reaction prediction with 1.9M reactions from USPTO patents (1976-2016). The task is: Predict the product of the given reaction. (1) Given the reactants Cl.[Cl:2][C:3]1[CH:4]=[CH:5][C:6]([O:14][CH2:15][CH:16]([CH3:18])[CH3:17])=[C:7]([CH2:9][C:10](=[NH:13])[O:11][CH3:12])[CH:8]=1.[CH:19](N(C(C)C)CC)(C)C.Cl.N[CH:30]([C:33]([OH:35])=[O:34])CO, predict the reaction product. The product is: [Cl:2][C:3]1[CH:4]=[CH:5][C:6]([O:14][CH2:15][CH:16]([CH3:18])[CH3:17])=[C:7]([CH2:9][C:10]2[O:11][CH2:12][CH:30]([C:33]([O:35][CH3:19])=[O:34])[N:13]=2)[CH:8]=1. (2) Given the reactants [OH:1][C:2]1[CH:3]=[C:4]([C:12]([O:14][CH3:15])=[O:13])[CH:5]=[C:6]([CH:11]=1)[C:7]([O:9][CH3:10])=[O:8].[C:16]([F:31])([O:20][C:21]([F:30])([F:29])[C:22]([F:28])([F:27])[C:23]([F:26])([F:25])[F:24])=[C:17]([F:19])[F:18], predict the reaction product. The product is: [F:19][C:17]([F:18])([O:1][C:2]1[CH:11]=[C:6]([C:7]([O:9][CH3:10])=[O:8])[CH:5]=[C:4]([CH:3]=1)[C:12]([O:14][CH3:15])=[O:13])[CH:16]([F:31])[O:20][C:21]([F:29])([F:30])[C:22]([F:27])([F:28])[C:23]([F:24])([F:25])[F:26]. (3) Given the reactants [NH2:1][C:2]1[C:7]([NH2:8])=[C:6]([Cl:9])[C:5]([Cl:10])=[CH:4][N:3]=1.[N:11]1([C:17]2[CH:25]=[CH:24][C:20]([C:21](O)=O)=[CH:19][CH:18]=2)[CH2:16][CH2:15][O:14][CH2:13][CH2:12]1, predict the reaction product. The product is: [Cl:10][C:5]1[C:6]([Cl:9])=[C:7]2[NH:8][C:21]([C:20]3[CH:19]=[CH:18][C:17]([N:11]4[CH2:16][CH2:15][O:14][CH2:13][CH2:12]4)=[CH:25][CH:24]=3)=[N:1][C:2]2=[N:3][CH:4]=1. (4) Given the reactants [NH2:1][C@H:2]([C:10]([OH:12])=[O:11])[CH2:3][C:4]1[CH:9]=[CH:8][CH:7]=[CH:6][CH:5]=1.C(=O)([O-])[O-].[K+].[K+].[CH2:19](Br)[C:20]1[CH:25]=[CH:24][CH:23]=[CH:22][CH:21]=1.C(=O)([O-])O.[Na+], predict the reaction product. The product is: [CH2:19]([N:1]([CH2:3][C:4]1[CH:9]=[CH:8][CH:7]=[CH:6][CH:5]=1)[C@H:2]([C:10]([OH:12])=[O:11])[CH2:3][C:4]1[CH:9]=[CH:8][CH:7]=[CH:6][CH:5]=1)[C:20]1[CH:25]=[CH:24][CH:23]=[CH:22][CH:21]=1. (5) Given the reactants Cl[CH2:2][C:3]1[N:4]=[C:5]([CH:8]=[CH:9][C:10]2[CH:15]=[CH:14][C:13]([C:16]([F:19])([F:18])[F:17])=[CH:12][CH:11]=2)[O:6][CH:7]=1.[N:20]1([CH2:25][CH2:26][CH2:27][CH2:28][C:29]2[N:34]=[CH:33][C:32]([OH:35])=[CH:31][N:30]=2)[CH:24]=[CH:23][N:22]=[N:21]1.C(=O)([O-])[O-].[Cs+].[Cs+].C(OCC)(=O)C, predict the reaction product. The product is: [N:20]1([CH2:25][CH2:26][CH2:27][CH2:28][C:29]2[N:34]=[CH:33][C:32]([O:35][CH2:2][C:3]3[N:4]=[C:5]([CH:8]=[CH:9][C:10]4[CH:15]=[CH:14][C:13]([C:16]([F:19])([F:18])[F:17])=[CH:12][CH:11]=4)[O:6][CH:7]=3)=[CH:31][N:30]=2)[CH:24]=[CH:23][N:22]=[N:21]1. (6) Given the reactants [CH3:1][C:2]1[CH:3]=[C:4]([C:8]2[O:12][N:11]=[C:10]([CH2:13][OH:14])[CH:9]=2)[CH:5]=[CH:6][CH:7]=1.C(N(CC)CC)C.[CH3:22][S:23](Cl)(=[O:25])=[O:24], predict the reaction product. The product is: [CH3:22][S:23]([O:14][CH2:13][C:10]1[CH:9]=[C:8]([C:4]2[CH:5]=[CH:6][CH:7]=[C:2]([CH3:1])[CH:3]=2)[O:12][N:11]=1)(=[O:25])=[O:24].